Dataset: Forward reaction prediction with 1.9M reactions from USPTO patents (1976-2016). Task: Predict the product of the given reaction. (1) Given the reactants [CH2:1]([CH:4]([C:10](OCC)=O)[C:5]([O:7]CC)=[O:6])[CH:2]=[CH2:3].[H-].[Na+].Br[CH2:18][CH2:19]CN1C(=O)C2=CC=CC=C2C1=O.C[N:33](C=O)C, predict the reaction product. The product is: [CH2:10]([CH:4]([CH2:1][CH2:2][CH2:3][NH2:33])[C:5]([OH:7])=[O:6])[CH:18]=[CH2:19]. (2) Given the reactants C(OOC(C)(C)C)(C)(C)C.[CH3:11][S:12]([O:15][C:16]1[CH:21]=[CH:20][C:19]([C:22]2([C:30]3[CH:35]=[CH:34][C:33]([F:36])=[C:32]([Br:37])[CH:31]=3)[C:26](=[O:27])[N:25]([CH3:28])[C:24](=S)[NH:23]2)=[CH:18][CH:17]=1)(=[O:14])=[O:13].CO.[OH-].[NH4+:41], predict the reaction product. The product is: [CH3:11][S:12]([O:15][C:16]1[CH:21]=[CH:20][C:19]([C:22]2([C:30]3[CH:35]=[CH:34][C:33]([F:36])=[C:32]([Br:37])[CH:31]=3)[C:26](=[O:27])[N:25]([CH3:28])[C:24]([NH2:41])=[N:23]2)=[CH:18][CH:17]=1)(=[O:14])=[O:13].